From a dataset of NCI-60 drug combinations with 297,098 pairs across 59 cell lines. Regression. Given two drug SMILES strings and cell line genomic features, predict the synergy score measuring deviation from expected non-interaction effect. Drug 1: CCC1=C2CN3C(=CC4=C(C3=O)COC(=O)C4(CC)O)C2=NC5=C1C=C(C=C5)O. Drug 2: CC1C(C(CC(O1)OC2CC(OC(C2O)C)OC3=CC4=CC5=C(C(=O)C(C(C5)C(C(=O)C(C(C)O)O)OC)OC6CC(C(C(O6)C)O)OC7CC(C(C(O7)C)O)OC8CC(C(C(O8)C)O)(C)O)C(=C4C(=C3C)O)O)O)O. Cell line: U251. Synergy scores: CSS=76.6, Synergy_ZIP=2.12, Synergy_Bliss=3.46, Synergy_Loewe=1.99, Synergy_HSA=3.27.